From a dataset of Full USPTO retrosynthesis dataset with 1.9M reactions from patents (1976-2016). Predict the reactants needed to synthesize the given product. (1) Given the product [NH2:1][CH:2]([C:3]1[CH:8]=[CH:7][CH:6]=[CH:5][CH:4]=1)[CH2:9][C:10]([O:12][CH2:14][CH3:15])=[O:11], predict the reactants needed to synthesize it. The reactants are: [NH2:1][C@H:2]([CH2:9][C:10]([OH:12])=[O:11])[C:3]1[CH:8]=[CH:7][CH:6]=[CH:5][CH:4]=1.Cl.[CH2:14](O)[CH3:15]. (2) Given the product [Br:13][C:14]1[CH:15]=[N:16][CH:17]=[C:18]([F:20])[C:19]=1[CH3:1], predict the reactants needed to synthesize it. The reactants are: [CH:1](NC(C)C)(C)C.C([Li])CCC.[Br:13][C:14]1[CH:15]=[N:16][CH:17]=[C:18]([F:20])[CH:19]=1.IC. (3) Given the product [CH3:34][N:33]([CH3:35])[CH2:32][CH2:31][N:10]([CH2:3][C:4]1[CH:9]=[CH:8][CH:7]=[CH:6][C:5]=1[C:16]([F:19])([F:18])[F:17])[C:11](=[O:12])[CH2:13][N:14]([C:21]1[CH:22]=[CH:23][CH:24]=[C:25]2[C:30]=1[CH2:29][N:28]([S:37]([CH3:36])(=[O:39])=[O:38])[CH2:27][CH2:26]2)[C:15](=[O:20])[C:16]([F:17])([F:18])[F:19], predict the reactants needed to synthesize it. The reactants are: Cl.Cl.[CH2:3]([N:10]([CH2:31][CH2:32][N:33]([CH3:35])[CH3:34])[C:11]([CH2:13][N:14]([C:21]1[CH:22]=[CH:23][CH:24]=[C:25]2[C:30]=1[CH2:29][NH:28][CH2:27][CH2:26]2)[C:15](=[O:20])[C:16]([F:19])([F:18])[F:17])=[O:12])[C:4]1[CH:9]=[CH:8][CH:7]=[CH:6][CH:5]=1.[CH3:36][S:37](Cl)(=[O:39])=[O:38].N1C=CC=CC=1.C([O-])(O)=O.[Na+]. (4) Given the product [O:1]=[C:2]1[N:6]([C:7]2[CH:8]=[CH:9][C:10]3[C:16](=[O:17])[C:15](=[CH:30][C:27]4[CH:28]=[CH:29][N:24]=[CH:25][CH:26]=4)[CH2:14][CH2:13][CH2:12][C:11]=3[CH:18]=2)[CH2:5][C@H:4]([CH2:19][NH:20][C:21](=[O:23])[CH3:22])[O:3]1, predict the reactants needed to synthesize it. The reactants are: [O:1]=[C:2]1[N:6]([C:7]2[CH:8]=[CH:9][C:10]3[C:16](=[O:17])[CH2:15][CH2:14][CH2:13][CH2:12][C:11]=3[CH:18]=2)[CH2:5][C@H:4]([CH2:19][NH:20][C:21](=[O:23])[CH3:22])[O:3]1.[N:24]1[CH:29]=[CH:28][C:27]([CH:30]=O)=[CH:26][CH:25]=1.N1CCCCC1. (5) Given the product [N+:1]([C:4]1[CH:5]=[C:6]2[C:10](=[CH:11][CH:12]=1)[N:9]([CH:13]1[CH2:18][CH2:17][N:16]([C:19]([O:21][C:22]([CH3:25])([CH3:24])[CH3:23])=[O:20])[CH2:15][CH2:14]1)[CH:8]=[CH:7]2)([O-:3])=[O:2], predict the reactants needed to synthesize it. The reactants are: [N+:1]([C:4]1[CH:5]=[C:6]2[C:10](=[CH:11][CH:12]=1)[N:9]([CH:13]1[CH2:18][CH2:17][N:16]([C:19]([O:21][C:22]([CH3:25])([CH3:24])[CH3:23])=[O:20])[CH2:15][CH2:14]1)[CH2:8][CH2:7]2)([O-:3])=[O:2].ClC1C(=O)C(C#N)=C(C#N)C(=O)C=1Cl.C(OCC)(=O)C.